From a dataset of Forward reaction prediction with 1.9M reactions from USPTO patents (1976-2016). Predict the product of the given reaction. (1) Given the reactants [Br:1][C:2]1[CH:11]=[CH:10][C:5]2[O:6][CH2:7][CH2:8][NH:9][C:4]=2[CH:3]=1.N1C=CC=CC=1.[F:18][C:19]1[CH:24]=[CH:23][C:22]([S:25](Cl)(=[O:27])=[O:26])=[CH:21][CH:20]=1, predict the reaction product. The product is: [Br:1][C:2]1[CH:11]=[CH:10][C:5]2[O:6][CH2:7][CH2:8][N:9]([S:25]([C:22]3[CH:23]=[CH:24][C:19]([F:18])=[CH:20][CH:21]=3)(=[O:27])=[O:26])[C:4]=2[CH:3]=1. (2) Given the reactants [F:1][C:2]1[C:10]([O:11][CH2:12][CH2:13][O:14][CH3:15])=[C:9]2[C:5]([CH:6]=[C:7]([C:16](=[S:18])[NH2:17])[NH:8]2)=[CH:4][C:3]=1[O:19][C:20]1[CH:21]=[N:22][C:23]([S:26]([CH3:29])(=[O:28])=[O:27])=[CH:24][CH:25]=1.[C:30]([O:35][CH2:36][CH3:37])(=[O:34])[C:31]#[C:32][CH3:33].O1CCCC1.C(P(CCCC)CCCC)CCC, predict the reaction product. The product is: [F:1][C:2]1[C:10]([O:11][CH2:12][CH2:13][O:14][CH3:15])=[C:9]2[C:5]([CH:6]=[C:7]([C:16]3[S:18][CH:32]([CH2:31][C:30]([O:35][CH2:36][CH3:37])=[O:34])[CH2:33][N:17]=3)[NH:8]2)=[CH:4][C:3]=1[O:19][C:20]1[CH:21]=[N:22][C:23]([S:26]([CH3:29])(=[O:28])=[O:27])=[CH:24][CH:25]=1. (3) Given the reactants [CH3:1][O:2][C:3]1[CH:4]=[C:5]([CH:21]=[CH:22][C:23]=1[O:24][CH2:25][C:26]1[N:27]=[C:28]([C:32]2[CH:37]=[CH:36][CH:35]=[CH:34][CH:33]=2)[O:29][C:30]=1[CH3:31])[CH2:6][O:7][C:8]1[CH:12]=[C:11]([CH2:13][OH:14])[N:10]([C:15]2[CH:20]=[CH:19][CH:18]=[CH:17][CH:16]=2)[N:9]=1, predict the reaction product. The product is: [CH3:1][O:2][C:3]1[CH:4]=[C:5]([CH:21]=[CH:22][C:23]=1[O:24][CH2:25][C:26]1[N:27]=[C:28]([C:32]2[CH:37]=[CH:36][CH:35]=[CH:34][CH:33]=2)[O:29][C:30]=1[CH3:31])[CH2:6][O:7][C:8]1[CH:12]=[C:11]([CH:13]=[O:14])[N:10]([C:15]2[CH:16]=[CH:17][CH:18]=[CH:19][CH:20]=2)[N:9]=1. (4) Given the reactants [CH3:1][O:2][C:3]1[CH:4]=[CH:5][C:6]2[NH:12][C:11](=[O:13])[N:10]([CH:14]3[CH2:19][CH2:18][NH:17][CH2:16][CH2:15]3)[CH2:9][CH2:8][C:7]=2[CH:20]=1.F[C:22]1[CH:27]=[C:26]([C:28]([OH:30])=[O:29])[CH:25]=[CH:24][N:23]=1, predict the reaction product. The product is: [CH3:1][O:2][C:3]1[CH:4]=[CH:5][C:6]2[NH:12][C:11](=[O:13])[N:10]([CH:14]3[CH2:19][CH2:18][N:17]([C:22]4[CH:27]=[C:26]([C:28]([OH:30])=[O:29])[CH:25]=[CH:24][N:23]=4)[CH2:16][CH2:15]3)[CH2:9][CH2:8][C:7]=2[CH:20]=1. (5) Given the reactants B(Cl)(Cl)Cl.[CH3:5][NH:6][C:7]([C:9]1[C:13]2[CH:14]=[C:15]([O:23][CH:24](C)C)[C:16]([NH:18][S:19]([CH3:22])(=[O:21])=[O:20])=[CH:17][C:12]=2[O:11][C:10]=1[C:27]1[CH:32]=[CH:31][C:30]([F:33])=[CH:29][CH:28]=1)=[O:8].Cl[CH2:35]Cl, predict the reaction product. The product is: [CH3:5][NH:6][C:7]([C:9]1[C:13]2[CH:14]=[C:15]([O:23][CH3:24])[C:16]([N:18]([S:19]([CH3:22])(=[O:21])=[O:20])[CH3:35])=[CH:17][C:12]=2[O:11][C:10]=1[C:27]1[CH:28]=[CH:29][C:30]([F:33])=[CH:31][CH:32]=1)=[O:8]. (6) Given the reactants [CH3:1][O:2][C:3](=[O:18])[C@@H:4]([O:15][CH2:16][CH3:17])[CH2:5][C:6]1[CH:11]=[CH:10][C:9]([OH:12])=[CH:8][C:7]=1[O:13][CH3:14].[C:19]([C:23]1[O:24][C:25]([CH3:30])=[C:26]([CH2:28]Cl)[N:27]=1)([CH3:22])([CH3:21])[CH3:20].C(=O)([O-])[O-].[Cs+].[Cs+].[I-].[K+], predict the reaction product. The product is: [CH3:1][O:2][C:3](=[O:18])[C@@H:4]([O:15][CH2:16][CH3:17])[CH2:5][C:6]1[CH:11]=[CH:10][C:9]([O:12][CH2:28][C:26]2[N:27]=[C:23]([C:19]([CH3:22])([CH3:21])[CH3:20])[O:24][C:25]=2[CH3:30])=[CH:8][C:7]=1[O:13][CH3:14]. (7) Given the reactants [CH3:1][O:2][C:3](=[O:17])[C:4]1[C:9]([N+:10]([O-:12])=[O:11])=[CH:8][CH:7]=[CH:6][C:5]=1[CH2:13][CH2:14][CH2:15][OH:16].CC(C)=[O:20].OS(O)(=O)=O.O=[Cr](=O)=O, predict the reaction product. The product is: [CH3:1][O:2][C:3](=[O:17])[C:4]1[C:9]([N+:10]([O-:12])=[O:11])=[CH:8][CH:7]=[CH:6][C:5]=1[CH2:13][CH2:14][C:15]([OH:20])=[O:16].